This data is from Peptide-MHC class I binding affinity with 185,985 pairs from IEDB/IMGT. The task is: Regression. Given a peptide amino acid sequence and an MHC pseudo amino acid sequence, predict their binding affinity value. This is MHC class I binding data. (1) The peptide sequence is RGPYRAFVTI. The MHC is HLA-B44:02 with pseudo-sequence HLA-B44:02. The binding affinity (normalized) is 0.00515. (2) The peptide sequence is GSPAIFQYT. The MHC is Mamu-A01 with pseudo-sequence Mamu-A01. The binding affinity (normalized) is 0.767.